Dataset: Full USPTO retrosynthesis dataset with 1.9M reactions from patents (1976-2016). Task: Predict the reactants needed to synthesize the given product. (1) Given the product [Br:1][C:2]1[CH:21]=[CH:20][C:5]([O:6][C:7]2[N:14]=[C:13]([NH:15][CH2:17][CH2:18][O:19][Si:28]([C:24]([CH3:27])([CH3:26])[CH3:25])([CH3:30])[CH3:29])[CH:12]=[CH:11][C:8]=2[C:9]#[N:10])=[CH:4][C:3]=1[CH:22]=[O:23], predict the reactants needed to synthesize it. The reactants are: [Br:1][C:2]1[CH:21]=[CH:20][C:5]([O:6][C:7]2[N:14]=[C:13]([N:15]([CH2:17][CH2:18][OH:19])C)[CH:12]=[CH:11][C:8]=2[C:9]#[N:10])=[CH:4][C:3]=1[CH:22]=[O:23].[C:24]([Si:28](Cl)([CH3:30])[CH3:29])([CH3:27])([CH3:26])[CH3:25].CCN(CC)CC. (2) Given the product [CH2:5]([C:21]1[C:26](=[O:27])[C:25]([N+:1]([O-:4])=[O:2])=[C:24]([CH3:28])[NH:23][C:22]=1[CH3:29])[CH2:6][CH2:7][CH2:8][CH2:9][CH2:10][CH2:11][CH2:12][CH2:13][CH2:14][CH2:15][CH2:16][CH2:17][CH2:18][CH2:19][CH3:20], predict the reactants needed to synthesize it. The reactants are: [N+:1]([O-:4])(O)=[O:2].[CH2:5]([C:21]1[C:26](=[O:27])[CH:25]=[C:24]([CH3:28])[NH:23][C:22]=1[CH3:29])[CH2:6][CH2:7][CH2:8][CH2:9][CH2:10][CH2:11][CH2:12][CH2:13][CH2:14][CH2:15][CH2:16][CH2:17][CH2:18][CH2:19][CH3:20].C(=O)([O-])[O-].[Na+].[Na+]. (3) The reactants are: [Cl:1][C:2]1[CH:3]=[C:4]([N+:11]([O-:13])=[O:12])[CH:5]=[C:6]2[C:10]=1[NH:9][CH2:8][CH2:7]2. Given the product [Cl:1][C:2]1[CH:3]=[C:4]([N+:11]([O-:13])=[O:12])[CH:5]=[C:6]2[C:10]=1[NH:9][CH:8]=[CH:7]2, predict the reactants needed to synthesize it.